The task is: Predict the reaction yield, written as a fraction of the theoretical maximum amount of product (1.0 means a 100% yield; for example, 0.34 means a 34% yield).. This data is from Reaction yield outcomes from USPTO patents with 853,638 reactions. (1) The reactants are Br[C:2]1[CH:3]=[CH:4][CH:5]=[C:6]2[C:11]=1[N:10]=[C:9]([Cl:12])[N:8]=[C:7]2[N:13]1[CH2:18][CH2:17][O:16][CH2:15][CH2:14]1.[OH:19][C:20]1[CH:21]=[C:22](B(O)O)[CH:23]=[CH:24][CH:25]=1.C(=O)([O-])[O-].[Na+].[Na+].CN(C=O)C. The catalyst is Cl[Pd](Cl)([P](C1C=CC=CC=1)(C1C=CC=CC=1)C1C=CC=CC=1)[P](C1C=CC=CC=1)(C1C=CC=CC=1)C1C=CC=CC=1.O. The product is [Cl:12][C:9]1[N:8]=[C:7]([N:13]2[CH2:18][CH2:17][O:16][CH2:15][CH2:14]2)[C:6]2[C:11](=[C:2]([C:24]3[CH:25]=[C:20]([OH:19])[CH:21]=[CH:22][CH:23]=3)[CH:3]=[CH:4][CH:5]=2)[N:10]=1. The yield is 0.460. (2) The reactants are [C:1]([O:5][C:6](=[O:22])[C@@H:7]([N:11]1[CH2:20][C:19]2[C:14](=[CH:15][CH:16]=[CH:17][CH:18]=2)[NH:13][C:12]1=[O:21])[CH:8]([CH3:10])[CH3:9])([CH3:4])([CH3:3])[CH3:2].[Cl:23][C:24]1[CH:25]=[C:26]([CH:29]=[CH:30][CH:31]=1)[CH2:27]Br.[H-].[Na+]. The catalyst is CS(C)=O. The product is [C:1]([O:5][C:6](=[O:22])[C@@H:7]([N:11]1[CH2:20][C:19]2[C:14](=[CH:15][CH:16]=[CH:17][CH:18]=2)[N:13]([CH2:27][C:26]2[CH:29]=[CH:30][CH:31]=[C:24]([Cl:23])[CH:25]=2)[C:12]1=[O:21])[CH:8]([CH3:10])[CH3:9])([CH3:3])([CH3:4])[CH3:2]. The yield is 0.590. (3) The reactants are [CH3:1][N:2]([CH3:22])[S:3]([C:6]1[CH:15]=[C:14]2[C:9]([CH2:10][CH2:11][N:12](C(=O)C(F)(F)F)[CH2:13]2)=[CH:8][CH:7]=1)(=[O:5])=[O:4].C(=O)([O-])[O-].[K+].[K+]. The catalyst is CO.O. The product is [CH3:1][N:2]([CH3:22])[S:3]([C:6]1[CH:15]=[C:14]2[C:9]([CH2:10][CH2:11][NH:12][CH2:13]2)=[CH:8][CH:7]=1)(=[O:5])=[O:4]. The yield is 0.890. (4) The reactants are [CH3:1][C:2]1[CH:12]=[CH:11][C:5]2[NH:6][C:7](=[O:10])[CH2:8][O:9][C:4]=2[CH:3]=1.C([O-])([O-])=O.[Cs+].[Cs+].[Cl:19][CH2:20][CH2:21][CH2:22]I. The catalyst is CCCCCCC.CCOC(C)=O. The product is [Cl:19][CH2:20][CH2:21][CH2:22][N:6]1[C:5]2[CH:11]=[CH:12][C:2]([CH3:1])=[CH:3][C:4]=2[O:9][CH2:8][C:7]1=[O:10]. The yield is 0.790. (5) The reactants are [CH:1]1([N:6]2[C:10]3[N:11]=[C:12]([NH2:15])[N:13]=[CH:14][C:9]=3[C:8]3[CH:16]=[CH:17][N:18]=[C:19]([F:20])[C:7]2=3)[CH2:5][CH2:4][CH2:3][CH2:2]1.Cl[C:22]1[N:27]=[N:26][C:25]([N:28]2[CH2:33][CH2:32][N:31](C(OC(C)(C)C)=O)[C@H:30]([CH3:41])[CH2:29]2)=[CH:24][CH:23]=1. No catalyst specified. The product is [CH:1]1([N:6]2[C:10]3[N:11]=[C:12]([NH:15][C:22]4[N:27]=[N:26][C:25]([N:28]5[CH2:33][CH2:32][NH:31][C@H:30]([CH3:41])[CH2:29]5)=[CH:24][CH:23]=4)[N:13]=[CH:14][C:9]=3[C:8]3[CH:16]=[CH:17][N:18]=[C:19]([F:20])[C:7]2=3)[CH2:2][CH2:3][CH2:4][CH2:5]1. The yield is 0.120. (6) The reactants are [Cl:1][C:2]1[CH:7]=[CH:6][CH:5]=[C:4]([I:8])[CH:3]=1.[C:9]([O:12]O)(=[O:11])[CH3:10]. No catalyst specified. The product is [C:9]([O-:12])(=[O:11])[CH3:10].[C:9]([O-:12])(=[O:11])[CH3:10].[Cl:1][C:2]1[CH:3]=[C:4]([I+2:8])[CH:5]=[CH:6][CH:7]=1. The yield is 0.920.